From a dataset of Forward reaction prediction with 1.9M reactions from USPTO patents (1976-2016). Predict the product of the given reaction. (1) Given the reactants [C:1]([C:8]1[CH:17]=[C:16]([O:18][CH3:19])[CH:15]=[CH:14][C:9]=1[C:10]([O:12]C)=O)#[C:2][CH2:3][CH2:4][CH2:5][CH2:6][CH3:7].Cl.[CH3:21][NH:22][O:23][CH3:24].[Li]CCCC, predict the reaction product. The product is: [C:1]([C:8]1[CH:17]=[C:16]([O:18][CH3:19])[CH:15]=[CH:14][C:9]=1[C:10]([N:22]([CH3:21])[O:23][CH3:24])=[O:12])#[C:2][CH2:3][CH2:4][CH2:5][CH2:6][CH3:7]. (2) Given the reactants [CH2:1]([O:8][C:9]1[CH:10]=[C:11]([NH2:17])[CH:12]=[CH:13][C:14]=1[O:15][CH3:16])[C:2]1[CH:7]=[CH:6][CH:5]=[CH:4][CH:3]=1.C(=O)([O-])[O-].[K+].[K+].Br[CH2:25][C:26]([O:28][CH2:29][CH3:30])=[O:27].[I-].[Na+], predict the reaction product. The product is: [CH2:29]([O:28][C:26](=[O:27])[CH2:25][NH:17][C:11]1[CH:12]=[CH:13][C:14]([O:15][CH3:16])=[C:9]([O:8][CH2:1][C:2]2[CH:3]=[CH:4][CH:5]=[CH:6][CH:7]=2)[CH:10]=1)[CH3:30]. (3) Given the reactants Cl.[CH3:2][O:3][C:4]1[CH:5]=[C:6]2[C:11](=[CH:12][CH:13]=1)[CH2:10][NH:9][CH2:8][CH:7]2[C:14]([O:16][CH3:17])=[O:15].C(N(CC)CC)C.[C:25](O[C:25]([O:27][C:28]([CH3:31])([CH3:30])[CH3:29])=[O:26])([O:27][C:28]([CH3:31])([CH3:30])[CH3:29])=[O:26].O, predict the reaction product. The product is: [CH3:2][O:3][C:4]1[CH:5]=[C:6]2[C:11](=[CH:12][CH:13]=1)[CH2:10][N:9]([C:25]([O:27][C:28]([CH3:31])([CH3:30])[CH3:29])=[O:26])[CH2:8][CH:7]2[C:14]([O:16][CH3:17])=[O:15].